Dataset: Peptide-MHC class II binding affinity with 134,281 pairs from IEDB. Task: Regression. Given a peptide amino acid sequence and an MHC pseudo amino acid sequence, predict their binding affinity value. This is MHC class II binding data. (1) The peptide sequence is KDVSLFCQMVSSVDFVPPMA. The MHC is DRB1_0401 with pseudo-sequence DRB1_0401. The binding affinity (normalized) is 0.473. (2) The peptide sequence is EKKNFAATQFEPLAA. The MHC is HLA-DPA10201-DPB10101 with pseudo-sequence HLA-DPA10201-DPB10101. The binding affinity (normalized) is 0.867. (3) The peptide sequence is ITKLGAKPDGKTDCT. The MHC is HLA-DQA10101-DQB10501 with pseudo-sequence HLA-DQA10101-DQB10501. The binding affinity (normalized) is 0. (4) The peptide sequence is TASHTRLSCDCDDKFYDC. The MHC is DRB1_1501 with pseudo-sequence DRB1_1501. The binding affinity (normalized) is 0.